From a dataset of Forward reaction prediction with 1.9M reactions from USPTO patents (1976-2016). Predict the product of the given reaction. (1) Given the reactants [C:1]([O:5][C:6]([N:8]1[CH2:13][CH2:12][CH:11]([NH:14][C:15]2[CH:20]=[CH:19][CH:18]=[CH:17][C:16]=2[CH2:21][NH2:22])[CH2:10][CH2:9]1)=[O:7])([CH3:4])([CH3:3])[CH3:2].[C:23](N1C=CN=C1)(N1C=CN=C1)=[O:24].O, predict the reaction product. The product is: [C:1]([O:5][C:6]([N:8]1[CH2:9][CH2:10][CH:11]([N:14]2[C:15]3[C:16](=[CH:17][CH:18]=[CH:19][CH:20]=3)[CH2:21][NH:22][C:23]2=[O:24])[CH2:12][CH2:13]1)=[O:7])([CH3:4])([CH3:2])[CH3:3]. (2) Given the reactants Br[C:2]1[CH:20]=[CH:19][C:5]([CH2:6][CH:7]2[CH2:11][CH2:10][N:9]([CH:12]3[CH2:17][CH2:16][CH2:15][CH2:14][CH2:13]3)[C:8]2=[O:18])=[C:4]([Cl:21])[CH:3]=1.[CH2:22]([O:24][C:25](=[O:41])[C:26]1[CH:31]=[CH:30][CH:29]=[CH:28][C:27]=1B1OC(C)(C)C(C)(C)O1)[CH3:23], predict the reaction product. The product is: [CH2:22]([O:24][C:25]([C:26]1[C:27]([C:2]2[CH:20]=[CH:19][C:5]([CH2:6][CH:7]3[CH2:11][CH2:10][N:9]([CH:12]4[CH2:17][CH2:16][CH2:15][CH2:14][CH2:13]4)[C:8]3=[O:18])=[C:4]([Cl:21])[CH:3]=2)=[CH:28][CH:29]=[CH:30][CH:31]=1)=[O:41])[CH3:23]. (3) Given the reactants [C:1]([C:4]12[CH2:11][CH2:10][C:7]([NH:12][CH2:13][C:14]([N:16]3[CH2:20][C@@H:19]([F:21])[CH2:18][C@H:17]3[C:22]#[N:23])=[O:15])([CH2:8][CH2:9]1)[CH2:6][CH2:5]2)(O)=[O:2].[F:24][C:25]1[CH:31]=[CH:30][CH:29]=[CH:28][C:26]=1[NH2:27], predict the reaction product. The product is: [F:21][C@@H:19]1[CH2:20][N:16]([C:14](=[O:15])[CH2:13][NH:12][C:7]23[CH2:8][CH2:9][C:4]([C:1]([NH:27][C:26]4[CH:28]=[CH:29][CH:30]=[CH:31][C:25]=4[F:24])=[O:2])([CH2:5][CH2:6]2)[CH2:11][CH2:10]3)[C@H:17]([C:22]#[N:23])[CH2:18]1. (4) The product is: [Cl:16][C:14]1[C:13]([CH3:17])=[C:12]([CH:18]2[O:28][CH2:25][C:24](=[O:27])[N:20]([CH:21]([CH3:22])[CH3:23])[CH2:19]2)[C:11]([O:29][CH3:30])=[C:10]([CH:8]([NH:7][C:6](=[O:31])[O:5][C:1]([CH3:2])([CH3:4])[CH3:3])[CH3:9])[CH:15]=1. Given the reactants [C:1]([O:5][C:6](=[O:31])[NH:7][CH:8]([C:10]1[CH:15]=[C:14]([Cl:16])[C:13]([CH3:17])=[C:12]([CH:18]([OH:28])[CH2:19][N:20]([C:24](=[O:27])[CH2:25]Cl)[CH:21]([CH3:23])[CH3:22])[C:11]=1[O:29][CH3:30])[CH3:9])([CH3:4])([CH3:3])[CH3:2].[H-].[Na+], predict the reaction product. (5) Given the reactants [CH3:1][Si:2]([C:5]#[C:6][C:7]1[CH:12]=[CH:11][C:10]([CH2:13][CH2:14][CH2:15][CH2:16][CH2:17][C:18](OC)=[O:19])=[CH:9][CH:8]=1)([CH3:4])[CH3:3].[H-].C([Al+]CC(C)C)C(C)C.C1(C)C=CC=CC=1.C(O)(=O)C(C(C(O)=O)O)O, predict the reaction product. The product is: [CH3:1][Si:2]([C:5]#[C:6][C:7]1[CH:8]=[CH:9][C:10]([CH2:13][CH2:14][CH2:15][CH2:16][CH2:17][CH:18]=[O:19])=[CH:11][CH:12]=1)([CH3:3])[CH3:4].